Dataset: Forward reaction prediction with 1.9M reactions from USPTO patents (1976-2016). Task: Predict the product of the given reaction. (1) The product is: [C:1]([C:3]1[CH:23]=[CH:22][C:6]2[N:7]([CH2:25][C:26]3[C:35]4[C:30](=[CH:31][CH:32]=[CH:33][CH:34]=4)[CH:29]=[CH:28][C:27]=3[CH3:36])[C:8](=[O:21])[C@@H:9]([NH:13][C:14](=[O:20])[O:15][C:16]([CH3:18])([CH3:19])[CH3:17])[C@H:10]([CH3:12])[NH:11][C:5]=2[CH:4]=1)#[N:2]. Given the reactants [C:1]([C:3]1[CH:23]=[CH:22][C:6]2[NH:7][C:8](=[O:21])[C@@H:9]([NH:13][C:14](=[O:20])[O:15][C:16]([CH3:19])([CH3:18])[CH3:17])[C@H:10]([CH3:12])[NH:11][C:5]=2[CH:4]=1)#[N:2].Cl[CH2:25][C:26]1[C:35]2[C:30](=[CH:31][CH:32]=[CH:33][CH:34]=2)[CH:29]=[CH:28][C:27]=1[CH3:36].C(=O)([O-])[O-], predict the reaction product. (2) Given the reactants [C:1]([N:4]1[CH2:9][CH2:8][N:7]([CH2:10][CH2:11][CH2:12][O:13][C:14]2[CH:19]=[CH:18][C:17]([CH:20]3[CH2:25][CH2:24][N:23]([C:26]4[CH:27]=[CH:28][C:29]5[N:30]([C:32]([C:35]([F:38])([F:37])[F:36])=[N:33][N:34]=5)[N:31]=4)[CH2:22][CH2:21]3)=[CH:16][CH:15]=2)[CH2:6][CH2:5]1)(=[O:3])[CH3:2].C([O-])=O.[NH4+], predict the reaction product. The product is: [C:1]([N:4]1[CH2:5][CH2:6][N:7]([CH2:10][CH2:11][CH2:12][O:13][C:14]2[CH:15]=[CH:16][C:17]([CH:20]3[CH2:21][CH2:22][N:23]([C:26]4[CH2:27][CH2:28][C:29]5[N:30]([C:32]([C:35]([F:36])([F:37])[F:38])=[N:33][N:34]=5)[N:31]=4)[CH2:24][CH2:25]3)=[CH:18][CH:19]=2)[CH2:8][CH2:9]1)(=[O:3])[CH3:2]. (3) Given the reactants CON(C)[C:4]([C:6]1[C:15](=[O:16])[C:14]2[C:9](=[CH:10][CH:11]=[CH:12][CH:13]=2)[N:8]([CH2:17][C:18]2[CH:23]=[CH:22][CH:21]=[C:20]([Br:24])[N:19]=2)[CH:7]=1)=[O:5].[CH2:26]([O:28][C:29]1[CH:34]=[CH:33][C:32](I)=[CH:31][C:30]=1[CH3:36])[CH3:27].C([Mg]Cl)(C)C, predict the reaction product. The product is: [Br:24][C:20]1[N:19]=[C:18]([CH2:17][N:8]2[C:9]3[C:14](=[CH:13][CH:12]=[CH:11][CH:10]=3)[C:15](=[O:16])[C:6]([C:4](=[O:5])[C:32]3[CH:33]=[CH:34][C:29]([O:28][CH2:26][CH3:27])=[C:30]([CH3:36])[CH:31]=3)=[CH:7]2)[CH:23]=[CH:22][CH:21]=1. (4) Given the reactants [C:1]1([CH:7]([C:13]2[CH:18]=[CH:17][CH:16]=[CH:15][CH:14]=2)[N:8]2[CH2:11][CH:10]([OH:12])[CH2:9]2)[CH:6]=[CH:5][CH:4]=[CH:3][CH:2]=1.[N+](=[CH:21][C:22]([O:24][CH2:25][CH3:26])=[O:23])=[N-], predict the reaction product. The product is: [C:13]1([CH:7]([C:1]2[CH:2]=[CH:3][CH:4]=[CH:5][CH:6]=2)[N:8]2[CH2:11][CH:10]([O:12][CH2:21][C:22]([O:24][CH2:25][CH3:26])=[O:23])[CH2:9]2)[CH:14]=[CH:15][CH:16]=[CH:17][CH:18]=1. (5) Given the reactants Cl[CH2:2][CH2:3][CH2:4][N:5]1[CH2:10][CH2:9][CH2:8][CH2:7][C:6]1=[O:11].C(=O)([O-])[O-].[K+].[K+].[F:18][C:19]1[CH:46]=[CH:45][C:22]([CH2:23][N:24]([CH:39]2[CH2:44][CH2:43][NH:42][CH2:41][CH2:40]2)[C:25](=[O:38])[CH2:26][C:27]2[CH:32]=[CH:31][C:30]([O:33][CH2:34][CH:35]([CH3:37])[CH3:36])=[CH:29][CH:28]=2)=[CH:21][CH:20]=1.[I-].[Na+], predict the reaction product. The product is: [F:18][C:19]1[CH:46]=[CH:45][C:22]([CH2:23][N:24]([CH:39]2[CH2:44][CH2:43][N:42]([CH2:2][CH2:3][CH2:4][N:5]3[CH2:10][CH2:9][CH2:8][CH2:7][C:6]3=[O:11])[CH2:41][CH2:40]2)[C:25](=[O:38])[CH2:26][C:27]2[CH:28]=[CH:29][C:30]([O:33][CH2:34][CH:35]([CH3:37])[CH3:36])=[CH:31][CH:32]=2)=[CH:21][CH:20]=1. (6) Given the reactants Br[C:2]1[C:3]([F:16])=[C:4]([C:9]2[CH:13]=[CH:12][S:11][C:10]=2[C:14]#[N:15])[C:5]([F:8])=[CH:6][CH:7]=1.[B:17]1([B:17]2[O:21][C:20]([CH3:23])([CH3:22])[C:19]([CH3:25])([CH3:24])[O:18]2)[O:21][C:20]([CH3:23])([CH3:22])[C:19]([CH3:25])([CH3:24])[O:18]1, predict the reaction product. The product is: [F:16][C:3]1[C:2]([B:17]2[O:21][C:20]([CH3:23])([CH3:22])[C:19]([CH3:25])([CH3:24])[O:18]2)=[CH:7][CH:6]=[C:5]([F:8])[C:4]=1[C:9]1[CH:13]=[CH:12][S:11][C:10]=1[C:14]#[N:15].